The task is: Predict the reaction yield, written as a fraction of the theoretical maximum amount of product (1.0 means a 100% yield; for example, 0.34 means a 34% yield).. This data is from Reaction yield outcomes from USPTO patents with 853,638 reactions. (1) The reactants are C1COCC1.C(NC(C)C)(C)C.[CH3:13][Si:14]([C:17]#[CH:18])([CH3:16])[CH3:15].[CH3:19][O:20][C:21]([C:23]1[C:24]([NH:34][C:35]2[CH:40]=[CH:39][C:38]([CH3:41])=[CH:37][C:36]=2[F:42])=[C:25]([F:33])[C:26]2[N:27]([C:29](I)=[CH:30][N:31]=2)[CH:28]=1)=[O:22]. The catalyst is C(OCC)(=O)C.[Cu]I.Cl[Pd](Cl)([P](C1C=CC=CC=1)(C1C=CC=CC=1)C1C=CC=CC=1)[P](C1C=CC=CC=1)(C1C=CC=CC=1)C1C=CC=CC=1. The product is [CH3:19][O:20][C:21]([C:23]1[C:24]([NH:34][C:35]2[CH:40]=[CH:39][C:38]([CH3:41])=[CH:37][C:36]=2[F:42])=[C:25]([F:33])[C:26]2[N:27]([C:29]([C:18]#[C:17][Si:14]([CH3:16])([CH3:15])[CH3:13])=[CH:30][N:31]=2)[CH:28]=1)=[O:22]. The yield is 0.320. (2) The reactants are [CH2:1]([C:8]1[C:9]([NH:22][C:23](=[S:33])[CH2:24][C:25]2[CH:30]=[CH:29][C:28]([O:31]C)=[CH:27][CH:26]=2)=[N:10][CH:11]=[C:12]([C:14]2[CH:19]=[CH:18][C:17]([O:20]C)=[CH:16][CH:15]=2)[N:13]=1)[C:2]1[CH:7]=[CH:6][CH:5]=[CH:4][CH:3]=1.B(Br)(Br)Br.C(=O)(O)[O-].[Na+].CCCCCC. The catalyst is ClCCl.C(OCC)(=O)C. The product is [CH2:1]([C:8]1[C:9]([NH:22][C:23](=[S:33])[CH2:24][C:25]2[CH:26]=[CH:27][C:28]([OH:31])=[CH:29][CH:30]=2)=[N:10][CH:11]=[C:12]([C:14]2[CH:19]=[CH:18][C:17]([OH:20])=[CH:16][CH:15]=2)[N:13]=1)[C:2]1[CH:3]=[CH:4][CH:5]=[CH:6][CH:7]=1. The yield is 0.666.